From a dataset of Forward reaction prediction with 1.9M reactions from USPTO patents (1976-2016). Predict the product of the given reaction. (1) Given the reactants Br[CH2:2][C:3]1[CH:12]=[CH:11][CH:10]=[C:9]2[C:4]=1[C:5]([S:13][CH3:14])=[N:6][CH:7]=[N:8]2.C(O)(C(F)(F)F)=O.[CH2:22]([O:25][C:26]([C@@H:28]1[CH2:33][CH2:32][NH:31][CH2:30][C@@H:29]1[C:34]([O:36][CH3:37])=[O:35])=[O:27])[CH:23]=[CH2:24], predict the reaction product. The product is: [CH2:22]([O:25][C:26]([C@@H:28]1[CH2:33][CH2:32][N:31]([CH2:2][C:3]2[CH:12]=[CH:11][CH:10]=[C:9]3[C:4]=2[C:5]([S:13][CH3:14])=[N:6][CH:7]=[N:8]3)[CH2:30][C@@H:29]1[C:34]([O:36][CH3:37])=[O:35])=[O:27])[CH:23]=[CH2:24]. (2) Given the reactants [OH-].[Na+].[F:3][C:4]1[CH:9]=[CH:8][C:7]([CH:10]2[CH2:19][C:18](=[O:20])[C:17]3[C:12](=[CH:13][CH:14]=[CH:15][CH:16]=3)[NH:11]2)=[CH:6][CH:5]=1.[N:21]1[CH:26]=[CH:25][C:24]([CH:27]=O)=[CH:23][CH:22]=1, predict the reaction product. The product is: [F:3][C:4]1[CH:9]=[CH:8][C:7]([C:10]2[NH:11][C:12]3[C:17]([C:18](=[O:20])[C:19]=2[CH2:27][C:24]2[CH:25]=[CH:26][N:21]=[CH:22][CH:23]=2)=[CH:16][CH:15]=[CH:14][CH:13]=3)=[CH:6][CH:5]=1. (3) Given the reactants [Cl:1][C:2]1[CH:7]=[C:6]([Cl:8])[CH:5]=[CH:4][C:3]=1[C:9]1[NH:14][C:13](=O)[C:12]([C:16]([O:18][CH3:19])=[O:17])=[CH:11][C:10]=1[C:20]1[CH:25]=[CH:24][C:23]([Cl:26])=[CH:22][CH:21]=1.P(Cl)(Cl)([Cl:29])=O, predict the reaction product. The product is: [Cl:29][C:13]1[N:14]=[C:9]([C:3]2[CH:4]=[CH:5][C:6]([Cl:8])=[CH:7][C:2]=2[Cl:1])[C:10]([C:20]2[CH:21]=[CH:22][C:23]([Cl:26])=[CH:24][CH:25]=2)=[CH:11][C:12]=1[C:16]([O:18][CH3:19])=[O:17]. (4) Given the reactants F[C:2](F)(F)[C:3](O)=O.[Br:8][C:9]1[S:10][C:11]2[CH2:12][NH:13][CH2:14][CH2:15][C:16]=2[N:17]=1.[CH2:18](N(CC)CC)C.C(O[BH-](OC(=O)C)OC(=O)C)(=O)C.[Na+].[OH-].[Na+], predict the reaction product. The product is: [Br:8][C:9]1[S:10][C:11]2[CH2:12][N:13]([CH:3]([CH3:2])[CH3:18])[CH2:14][CH2:15][C:16]=2[N:17]=1. (5) Given the reactants [CH3:1][O:2][C:3](=[O:20])[C:4]1[CH:9]=[CH:8][C:7]([O:10][CH:11]2[CH2:14][C:13]([F:16])([F:15])[CH2:12]2)=[C:6]([N+:17]([O-])=O)[CH:5]=1.CC(=O)OCC, predict the reaction product. The product is: [CH3:1][O:2][C:3](=[O:20])[C:4]1[CH:9]=[CH:8][C:7]([O:10][CH:11]2[CH2:14][C:13]([F:15])([F:16])[CH2:12]2)=[C:6]([NH2:17])[CH:5]=1.